Dataset: Reaction yield outcomes from USPTO patents with 853,638 reactions. Task: Predict the reaction yield, written as a fraction of the theoretical maximum amount of product (1.0 means a 100% yield; for example, 0.34 means a 34% yield). (1) The reactants are [Cl:1][C:2]1[CH:11]=[C:10]([O:12][CH3:13])[C:9]([N:14]2[CH:18]=[CH:17][CH:16]=[N:15]2)=[CH:8][C:3]=1[C:4](OC)=[O:5].[NH3:19]. The catalyst is CO.O. The product is [Cl:1][C:2]1[CH:11]=[C:10]([O:12][CH3:13])[C:9]([N:14]2[CH:18]=[CH:17][CH:16]=[N:15]2)=[CH:8][C:3]=1[C:4]([NH2:19])=[O:5]. The yield is 0.420. (2) The product is [C:3]([C:5]1[CH:6]=[C:7]([CH:12]=[CH:13][C:14]=1[CH3:15])[C:8]([O:10][CH3:11])=[O:9])(=[NH:2])[NH2:4]. The yield is 0.540. The reactants are O[N:2]=[C:3]([C:5]1[CH:6]=[C:7]([CH:12]=[CH:13][C:14]=1[CH3:15])[C:8]([O:10][CH3:11])=[O:9])[NH2:4]. The catalyst is CO. (3) The reactants are [CH:1]([C:3]1[S:7][CH:6]=[C:5]([C:8]2[CH:13]=[CH:12][C:11]([CH:14]([CH3:23])[CH2:15][NH:16][S:17]([CH:20]([CH3:22])[CH3:21])(=[O:19])=[O:18])=[CH:10][CH:9]=2)[CH:4]=1)=[O:2].[BH4-].[Na+]. The catalyst is C(O)C. The product is [OH:2][CH2:1][C:3]1[S:7][CH:6]=[C:5]([C:8]2[CH:9]=[CH:10][C:11]([CH:14]([CH3:23])[CH2:15][NH:16][S:17]([CH:20]([CH3:22])[CH3:21])(=[O:19])=[O:18])=[CH:12][CH:13]=2)[CH:4]=1. The yield is 0.690. (4) The reactants are [CH3:1][C:2]1[S:3][C:4]([C:10]2[CH:15]=[CH:14][CH:13]=[CH:12][CH:11]=2)=[C:5]([C:7]([OH:9])=O)[N:6]=1.CCN(C(C)C)C(C)C.CN(C(ON1N=NC2C=CC=CC1=2)=[N+](C)C)C.[B-](F)(F)(F)F.[F:47][C:48]1[CH:49]=[CH:50][C:51]2[N:52]([CH:54]=[C:55]([CH2:57][C@@H:58]3[CH2:63][CH2:62][CH2:61][CH2:60][NH:59]3)[N:56]=2)[CH:53]=1. The catalyst is CN(C=O)C.[Cl-].[Na+].O. The product is [F:47][C:48]1[CH:49]=[CH:50][C:51]2[N:52]([CH:54]=[C:55]([CH2:57][C@@H:58]3[CH2:63][CH2:62][CH2:61][CH2:60][N:59]3[C:7]([C:5]3[N:6]=[C:2]([CH3:1])[S:3][C:4]=3[C:10]3[CH:15]=[CH:14][CH:13]=[CH:12][CH:11]=3)=[O:9])[N:56]=2)[CH:53]=1. The yield is 0.379. (5) The reactants are CN(C)S([N:6]1[CH:10]=[CH:9][N:8]=[C:7]1[CH:11]([C:13]1[N:14]([CH3:30])[N:15]=[C:16]2[C:21]=1[CH:20]=[CH:19][CH:18]=[C:17]2[C:22]1[CH:27]=[CH:26][C:25]([Cl:28])=[CH:24][C:23]=1[Cl:29])[OH:12])(=O)=O.C(O)C.[OH-].[Na+]. The catalyst is O. The product is [Cl:29][C:23]1[CH:24]=[C:25]([Cl:28])[CH:26]=[CH:27][C:22]=1[C:17]1[C:16]2[C:21](=[C:13]([C:11]([C:7]3[NH:6][CH:10]=[CH:9][N:8]=3)=[O:12])[N:14]([CH3:30])[N:15]=2)[CH:20]=[CH:19][CH:18]=1. The yield is 0.740. (6) The reactants are [Cl:1][C:2]1[CH:10]=[CH:9][C:8]([S:11](=[O:15])(=[O:14])[NH:12][CH3:13])=[CH:7][C:3]=1[C:4]([OH:6])=[O:5].Cl[C:17]1C=CC(S(O)=O)=[CH:22][C:18]=1C(O)=O.C1(CN)CC1. No catalyst specified. The product is [Cl:1][C:2]1[CH:10]=[CH:9][C:8]([S:11](=[O:15])(=[O:14])[NH:12][CH2:13][CH:22]2[CH2:18][CH2:17]2)=[CH:7][C:3]=1[C:4]([OH:6])=[O:5]. The yield is 0.810.